This data is from Full USPTO retrosynthesis dataset with 1.9M reactions from patents (1976-2016). The task is: Predict the reactants needed to synthesize the given product. (1) Given the product [CH3:1][N:2]1[C:6]([CH:7]=[O:18])=[N:5][C:4]([N:11]2[CH2:16][CH2:15][CH2:14][CH2:13][CH2:12]2)=[N:3]1, predict the reactants needed to synthesize it. The reactants are: [CH3:1][N:2]1[C:6]([CH:7]=C(C)C)=[N:5][C:4]([N:11]2[CH2:16][CH2:15][CH2:14][CH2:13][CH2:12]2)=[N:3]1.I([O-])(=O)(=O)=[O:18].[Na+]. (2) Given the product [CH3:28][N:26]([CH3:27])[C:23]1[CH:22]=[CH:21][C:20]([C:17]2[O:16][C:15]([C:13]([NH:12][C:8]3[CH:7]=[C:6]([CH2:5][C:4]([OH:29])=[O:3])[CH:11]=[CH:10][CH:9]=3)=[O:14])=[CH:19][CH:18]=2)=[CH:25][CH:24]=1, predict the reactants needed to synthesize it. The reactants are: C([O:3][C:4](=[O:29])[CH2:5][C:6]1[CH:11]=[CH:10][CH:9]=[C:8]([NH:12][C:13]([C:15]2[O:16][C:17]([C:20]3[CH:25]=[CH:24][C:23]([N:26]([CH3:28])[CH3:27])=[CH:22][CH:21]=3)=[CH:18][CH:19]=2)=[O:14])[CH:7]=1)C.[OH-].[Na+]. (3) Given the product [C:1]([O:5][C:6](=[O:7])[NH:8][CH2:9][C:10]1[CH:15]=[CH:14][CH:13]=[C:12]([C:20]2[N:21]=[N:22][C:23]([C:26]([F:29])([F:28])[F:27])=[CH:24][CH:25]=2)[CH:11]=1)([CH3:4])([CH3:3])[CH3:2], predict the reactants needed to synthesize it. The reactants are: [C:1]([O:5][C:6]([NH:8][CH2:9][C:10]1[CH:11]=[C:12](B(O)O)[CH:13]=[CH:14][CH:15]=1)=[O:7])([CH3:4])([CH3:3])[CH3:2].Cl[C:20]1[N:21]=[N:22][C:23]([C:26]([F:29])([F:28])[F:27])=[CH:24][CH:25]=1.C(=O)([O-])[O-].[K+].[K+].O. (4) Given the product [Cl:1][C:2]1[CH:3]=[CH:4][C:5]([C:8]2[C:17]3[C:12](=[CH:13][CH:14]=[CH:15][CH:16]=3)[C:11]([N:18]([CH3:40])[C:19]3[CH:20]=[CH:21][C:22]([O:23][C:24]4[CH:25]=[CH:26][N:27]=[C:28]5[C:33]=4[NH:32][C:31](=[O:34])[CH:30]=[CH:29]5)=[CH:35][CH:36]=3)=[N:10][N:9]=2)=[CH:6][CH:7]=1, predict the reactants needed to synthesize it. The reactants are: [Cl:1][C:2]1[CH:7]=[CH:6][C:5]([C:8]2[C:17]3[C:12](=[CH:13][CH:14]=[CH:15][CH:16]=3)[C:11]([NH:18][C:19]3[CH:36]=[CH:35][C:22]([O:23][C:24]4[CH:25]=[CH:26][N:27]=[C:28]5[C:33]=4[NH:32][C:31](=[O:34])[CH:30]=[CH:29]5)=[CH:21][CH:20]=3)=[N:10][N:9]=2)=[CH:4][CH:3]=1.[H-].[Na+].I[CH3:40]. (5) Given the product [CH2:5]([O:4][C:2]([N:28]1[CH2:29][CH2:30][CH:25]([NH:24][S:21]([C:18]2[CH:17]=[CH:16][C:15]([N+:12]([O-:14])=[O:13])=[CH:20][CH:19]=2)(=[O:23])=[O:22])[CH2:26][CH2:27]1)=[O:3])[C:6]1[CH:11]=[CH:10][CH:9]=[CH:8][CH:7]=1, predict the reactants needed to synthesize it. The reactants are: Cl[C:2]([O:4][CH2:5][C:6]1[CH:11]=[CH:10][CH:9]=[CH:8][CH:7]=1)=[O:3].[N+:12]([C:15]1[CH:20]=[CH:19][C:18]([S:21]([NH:24][CH:25]2[CH2:30][CH2:29][NH:28][CH2:27][CH2:26]2)(=[O:23])=[O:22])=[CH:17][CH:16]=1)([O-:14])=[O:13].C(N(C(C)C)CC)(C)C. (6) Given the product [F:1][C:2]1[CH:7]=[CH:6][C:5]([C:8]2([CH2:14][CH2:15][C:16]3[O:20][N:19]=[C:18]4[C:21]5[C:26]([CH2:27][CH2:28][C:17]=34)=[CH:25][C:24]([CH2:29][N:31]3[CH2:34][CH:33]([C:35]([OH:37])=[O:36])[CH2:32]3)=[CH:23][CH:22]=5)[CH2:13][CH2:12][CH2:11][CH2:10][CH2:9]2)=[CH:4][CH:3]=1, predict the reactants needed to synthesize it. The reactants are: [F:1][C:2]1[CH:7]=[CH:6][C:5]([C:8]2([CH2:14][CH2:15][C:16]3[O:20][N:19]=[C:18]4[C:21]5[C:26]([CH2:27][CH2:28][C:17]=34)=[CH:25][C:24]([CH:29]=O)=[CH:23][CH:22]=5)[CH2:13][CH2:12][CH2:11][CH2:10][CH2:9]2)=[CH:4][CH:3]=1.[NH:31]1[CH2:34][CH:33]([C:35]([OH:37])=[O:36])[CH2:32]1.C([BH3-])#N.[Na+]. (7) Given the product [CH2:14]([O:13][C:4]1[C:5]2[O:9][CH:8]([CH3:10])[CH2:7][C:6]=2[C:11]([CH3:12])=[C:2]([N:27]2[CH2:28][CH2:29][N:24]([C:21]3[CH:22]=[CH:23][C:18]([CH3:17])=[CH:19][CH:20]=3)[CH2:25][CH2:26]2)[C:3]=1[CH3:16])[CH3:15], predict the reactants needed to synthesize it. The reactants are: Br[C:2]1[C:3]([CH3:16])=[C:4]([O:13][CH2:14][CH3:15])[C:5]2[O:9][CH:8]([CH3:10])[CH2:7][C:6]=2[C:11]=1[CH3:12].[CH3:17][C:18]1[CH:23]=[CH:22][C:21]([N:24]2[CH2:29][CH2:28][NH:27][CH2:26][CH2:25]2)=[CH:20][CH:19]=1.